Predict the product of the given reaction. From a dataset of Forward reaction prediction with 1.9M reactions from USPTO patents (1976-2016). (1) Given the reactants [C:1]([O:5][C:6]([NH:8][C@@:9]1([C:33]([O:35][C:36]([CH3:39])([CH3:38])[CH3:37])=[O:34])[C@H:14]([O:15][CH2:16][C:17]2[CH:22]=[CH:21][C:20]([Cl:23])=[C:19]([Cl:24])[CH:18]=2)[C@H:13]([OH:25])[C@@H:12]2[C@H:10]1[C@H:11]2[C:26]([O:28][C:29]([CH3:32])([CH3:31])[CH3:30])=[O:27])=[O:7])([CH3:4])([CH3:3])[CH3:2].C1(P(C2C=CC=CC=2)C2C=CC=CC=2)C=CC=CC=1.[N+:59]([C:62]1[CH:70]=[CH:69][C:65]([C:66](O)=[O:67])=[CH:64][CH:63]=1)([O-:61])=[O:60].N(C(OC(C)C)=O)=NC(OC(C)C)=O, predict the reaction product. The product is: [C:1]([O:5][C:6]([NH:8][C@@:9]1([C:33]([O:35][C:36]([CH3:39])([CH3:38])[CH3:37])=[O:34])[C@H:14]([O:15][CH2:16][C:17]2[CH:22]=[CH:21][C:20]([Cl:23])=[C:19]([Cl:24])[CH:18]=2)[C@@H:13]([O:25][C:66]([C:65]2[CH:64]=[CH:63][C:62]([N+:59]([O-:61])=[O:60])=[CH:70][CH:69]=2)=[O:67])[C@@H:12]2[C@H:10]1[C@H:11]2[C:26]([O:28][C:29]([CH3:30])([CH3:32])[CH3:31])=[O:27])=[O:7])([CH3:4])([CH3:2])[CH3:3]. (2) Given the reactants Br[C:2]1[CH:7]=[CH:6][C:5]([C:8]2[N:12]([CH2:13][C@@H:14]3[CH2:18][CH2:17][N:16]([C:19]([CH:21]4[CH2:23][CH2:22]4)=[O:20])[CH2:15]3)[C:11]3[CH:24]=[CH:25][C:26]([C:28]([F:31])([F:30])[F:29])=[CH:27][C:10]=3[N:9]=2)=[CH:4][CH:3]=1.C([O-])(=O)C.[K+].CC1(C)C(C)(C)OB(B2OC(C)(C)C(C)(C)O2)O1.Br[C:56]1[CH:64]=[CH:63][C:59]2[N:60]=[CH:61][S:62][C:58]=2[CH:57]=1.C(=O)([O-])[O-].[K+].[K+], predict the reaction product. The product is: [CH:21]1([C:19]([N:16]2[CH2:17][CH2:18][C@@H:14]([CH2:13][N:12]3[C:11]4[CH:24]=[CH:25][C:26]([C:28]([F:31])([F:30])[F:29])=[CH:27][C:10]=4[N:9]=[C:8]3[C:5]3[CH:6]=[CH:7][C:2]([C:56]4[CH:64]=[CH:63][C:59]5[N:60]=[CH:61][S:62][C:58]=5[CH:57]=4)=[CH:3][CH:4]=3)[CH2:15]2)=[O:20])[CH2:23][CH2:22]1. (3) Given the reactants FC(F)(F)S(O[C:7]1[CH:16]=[CH:15][C:14]2[C:13](=[O:17])[CH2:12][CH2:11][C:10]([CH3:19])([CH3:18])[C:9]=2[CH:8]=1)(=O)=O.[CH2:22]([Sn](CCCC)(CCCC)C=C)[CH2:23]CC.[Cl-].[Li+], predict the reaction product. The product is: [CH3:18][C:10]1([CH3:19])[C:9]2[C:14](=[CH:15][CH:16]=[C:7]([CH:22]=[CH2:23])[CH:8]=2)[C:13](=[O:17])[CH2:12][CH2:11]1. (4) The product is: [OH:3][C@@H:4]([CH2:20][N:21]([C:26]1[CH:31]=[CH:30][C:29]([O:32][C:34]([CH3:39])([C:35](=[O:36])[NH2:37])[CH3:38])=[CH:28][CH:27]=1)[CH2:22][CH:23]([CH3:25])[CH3:24])[CH2:5][O:6][C:7]1[C:19]2[C:18]3[C:13](=[CH:14][CH:15]=[CH:16][CH:17]=3)[NH:12][C:11]=2[CH:10]=[CH:9][CH:8]=1. Given the reactants [H-].[Na+].[OH:3][C@@H:4]([CH2:20][N:21]([C:26]1[CH:31]=[CH:30][C:29]([OH:32])=[CH:28][CH:27]=1)[CH2:22][CH:23]([CH3:25])[CH3:24])[CH2:5][O:6][C:7]1[C:19]2[C:18]3[C:13](=[CH:14][CH:15]=[CH:16][CH:17]=3)[NH:12][C:11]=2[CH:10]=[CH:9][CH:8]=1.Br[C:34]([CH3:39])([CH3:38])[C:35]([NH2:37])=[O:36], predict the reaction product. (5) Given the reactants [CH:1]1(O)[CH2:5][CH2:4][CH:3]([OH:6])[CH2:2]1.[Cl:8][C:9]1[C:10]2[C:17]([I:18])=[CH:16][NH:15][C:11]=2[N:12]=[CH:13][N:14]=1, predict the reaction product. The product is: [Cl:8][C:9]1[C:10]2[C:17]([I:18])=[CH:16][N:15]([CH:1]3[CH2:5][CH2:4][CH:3]([OH:6])[CH2:2]3)[C:11]=2[N:12]=[CH:13][N:14]=1. (6) Given the reactants Cl[C:2]1[C:11]2[C:6](=[CH:7][CH:8]=[C:9]([CH3:12])[CH:10]=2)[N:5]=[C:4]([N:13]2[CH2:19][C:18]3[CH:20]=[CH:21][CH:22]=[CH:23][C:17]=3[S:16](=[O:25])(=[O:24])[CH:15]([CH3:26])[CH2:14]2)[CH:3]=1.[CH2:27]([NH2:30])[CH2:28][NH2:29], predict the reaction product. The product is: [CH3:12][C:9]1[CH:10]=[C:11]2[C:6](=[CH:7][CH:8]=1)[N:5]=[C:4]([N:13]1[CH2:19][C:18]3[CH:20]=[CH:21][CH:22]=[CH:23][C:17]=3[S:16](=[O:25])(=[O:24])[CH:15]([CH3:26])[CH2:14]1)[CH:3]=[C:2]2[NH:29][CH2:28][CH2:27][NH2:30]. (7) Given the reactants [C:1]([C:5]1[N:6]=[C:7]([N:16]2[CH2:20][CH2:19][C:18]([F:22])([F:21])[CH2:17]2)[C:8]2[C:9](=[N:11][N:12]([CH2:14][CH3:15])[N:13]=2)[N:10]=1)([CH3:4])([CH3:3])[CH3:2].C(C1N=C(N2CCC(F)(F)C2)C2N=NNC=2N=1)(C)(C)C.BrCC1[C:50]([Cl:51])=[CH:49][CH:48]=[CH:47][C:46]=1[Cl:52], predict the reaction product. The product is: [C:1]([C:5]1[N:6]=[C:7]([N:16]2[CH2:20][CH2:19][C:18]([F:21])([F:22])[CH2:17]2)[C:8]2[C:9](=[N:11][N:12]([CH2:14][C:15]3[C:50]([Cl:51])=[CH:49][CH:48]=[CH:47][C:46]=3[Cl:52])[N:13]=2)[N:10]=1)([CH3:2])([CH3:3])[CH3:4].